This data is from Catalyst prediction with 721,799 reactions and 888 catalyst types from USPTO. The task is: Predict which catalyst facilitates the given reaction. Reactant: [NH2:1][C:2]1[CH:7]=[CH:6][NH:5][C:4](=[S:8])[N:3]=1.Cl[CH2:10][C:11]([CH3:18])([CH3:17])[C:12]([O:14][CH2:15][CH3:16])=[O:13].C(=O)([O-])[O-].[K+].[K+].CN(C)C=O. Product: [NH2:1][C:2]1[CH:7]=[CH:6][N:5]=[C:4]([S:8][CH2:10][C:11]([CH3:18])([CH3:17])[C:12]([O:14][CH2:15][CH3:16])=[O:13])[N:3]=1. The catalyst class is: 25.